Dataset: Experimentally validated miRNA-target interactions with 360,000+ pairs, plus equal number of negative samples. Task: Binary Classification. Given a miRNA mature sequence and a target amino acid sequence, predict their likelihood of interaction. The miRNA is hsa-miR-433-3p with sequence AUCAUGAUGGGCUCCUCGGUGU. The protein sequence of the target gene is MEFAELIKTPRVDNVVLHRPFYPAVEGTLCLTGHHLILSSRQDNTEELWLLHSNIDAIDKRFVGSLGTIIIKCKDFRIIQLDIPGMEECLNIASSIEALSTLDSITLMYPFFYRPMFEVIEDGWHSFLPEQEFELYSSATSEWRLSYVNKEFAVCPSYPPIVTVPKSIDDEALRKVATFRHGGRFPVLSYYHKKNGMVIMRSGQPLTGTNGRRCKEDEKLINATLRAGKRGYIIDTRSLNVAQQTRAKGGGFEQEAHYPQWRRIHKSIERYHILQESLIKLVEACNDQTHNMDRWLSKLE.... Result: 1 (interaction).